Dataset: Forward reaction prediction with 1.9M reactions from USPTO patents (1976-2016). Task: Predict the product of the given reaction. (1) Given the reactants [NH2:1][C:2]1[C:11]2[N:12]=[C:13]([CH2:20][O:21]C)[N:14]([CH2:15][C:16]([CH3:19])([OH:18])[CH3:17])[C:10]=2[C:9]2[CH:8]=[CH:7][C:6]([CH2:23][CH2:24][C:25]([N:27]3[CH2:32][CH2:31][S:30](=[O:34])(=[O:33])[CH2:29][CH2:28]3)=[O:26])=[CH:5][C:4]=2[N:3]=1, predict the reaction product. The product is: [NH2:1][C:2]1[C:11]2[N:12]=[C:13]([CH2:20][OH:21])[N:14]([CH2:15][C:16]([CH3:17])([OH:18])[CH3:19])[C:10]=2[C:9]2[CH:8]=[CH:7][C:6]([CH2:23][CH2:24][C:25]([N:27]3[CH2:32][CH2:31][S:30](=[O:34])(=[O:33])[CH2:29][CH2:28]3)=[O:26])=[CH:5][C:4]=2[N:3]=1. (2) Given the reactants [CH3:1][N:2]([CH2:13][C:14]1[N:18]([C@H:19]2[CH2:24][CH2:23][C@H:22]([NH:25]C(=O)OC(C)(C)C)[CH2:21][CH2:20]2)[C:17]2[CH:33]=[CH:34][CH:35]=[CH:36][C:16]=2[N:15]=1)[CH:3]1[C:12]2[N:11]=[CH:10][CH:9]=[CH:8][C:7]=2[CH2:6][CH2:5][CH2:4]1.FC(F)(F)C(O)=O.ClCCl, predict the reaction product. The product is: [NH2:25][C@H:22]1[CH2:23][CH2:24][C@H:19]([N:18]2[C:17]3[CH:33]=[CH:34][CH:35]=[CH:36][C:16]=3[N:15]=[C:14]2[CH2:13][N:2]([CH3:1])[CH:3]2[C:12]3[N:11]=[CH:10][CH:9]=[CH:8][C:7]=3[CH2:6][CH2:5][CH2:4]2)[CH2:20][CH2:21]1. (3) Given the reactants [C:1]1([C:7]2[N:8]=[CH:9][NH:10][C:11]=2[C:12]([OH:14])=O)[CH:6]=[CH:5][CH:4]=[CH:3][CH:2]=1.C(Cl)(=O)C(Cl)=O.[Cl:21][C:22]1[CH:23]=[C:24]([N:28]2[CH2:33][CH2:32][NH:31][CH2:30][CH2:29]2)[CH:25]=[CH:26][CH:27]=1.C(N(CC)CC)C, predict the reaction product. The product is: [Cl:21][C:22]1[CH:23]=[C:24]([N:28]2[CH2:33][CH2:32][N:31]([C:12]([C:11]3[NH:10][CH:9]=[N:8][C:7]=3[C:1]3[CH:2]=[CH:3][CH:4]=[CH:5][CH:6]=3)=[O:14])[CH2:30][CH2:29]2)[CH:25]=[CH:26][CH:27]=1. (4) Given the reactants C(O)(C(F)(F)F)=O.[Cl:8][C:9]1[CH:10]=[CH:11][C:12]([S:41]([CH2:44][CH3:45])(=[O:43])=[O:42])=[C:13]([CH:40]=1)[NH:14][NH:15][C:16]([C:18]1[CH:37]=[CH:36][C:21]([NH:22][CH:23]2[CH2:28][CH2:27][N:26](C(OC(C)(C)C)=O)[CH2:25][CH2:24]2)=[C:20]([O:38][CH3:39])[CH:19]=1)=[O:17], predict the reaction product. The product is: [ClH:8].[Cl:8][C:9]1[CH:10]=[CH:11][C:12]([S:41]([CH2:44][CH3:45])(=[O:42])=[O:43])=[C:13]([NH:14][NH:15][C:16](=[O:17])[C:18]2[CH:37]=[CH:36][C:21]([NH:22][CH:23]3[CH2:28][CH2:27][NH:26][CH2:25][CH2:24]3)=[C:20]([O:38][CH3:39])[CH:19]=2)[CH:40]=1. (5) Given the reactants Br[C:2]1[CH:3]=[CH:4][C:5]2[N:9]=[CH:8][N:7]([C:10]3[CH:15]=[CH:14][C:13]([CH3:16])=[CH:12][CH:11]=3)[C:6]=2[CH:17]=1.[C:18]1([CH3:32])[CH:23]=[CH:22][C:21]([N:24]2[C:28](B(O)O)=[CH:27][CH:26]=[N:25]2)=[CH:20][CH:19]=1.C(=O)([O-])[O-].[Na+].[Na+].O, predict the reaction product. The product is: [C:13]1([CH3:16])[CH:14]=[CH:15][C:10]([N:7]2[C:6]3[CH:17]=[C:2]([C:28]4[N:24]([C:21]5[CH:22]=[CH:23][C:18]([CH3:32])=[CH:19][CH:20]=5)[N:25]=[CH:26][CH:27]=4)[CH:3]=[CH:4][C:5]=3[N:9]=[CH:8]2)=[CH:11][CH:12]=1. (6) Given the reactants [CH3:1][C:2]1([CH3:17])[O:6][C@H:5]([CH2:7][N:8]2[CH:12]=[CH:11][C:10]([NH:13]C(=O)C)=[N:9]2)[CH2:4][O:3]1.O.[OH-].[Na+].CCCCCCC, predict the reaction product. The product is: [CH3:1][C:2]1([CH3:17])[O:6][C@H:5]([CH2:7][N:8]2[CH:12]=[CH:11][C:10]([NH2:13])=[N:9]2)[CH2:4][O:3]1.